From a dataset of CYP1A2 inhibition data for predicting drug metabolism from PubChem BioAssay. Regression/Classification. Given a drug SMILES string, predict its absorption, distribution, metabolism, or excretion properties. Task type varies by dataset: regression for continuous measurements (e.g., permeability, clearance, half-life) or binary classification for categorical outcomes (e.g., BBB penetration, CYP inhibition). Dataset: cyp1a2_veith. (1) The compound is Cn1c(=O)c(-c2cccc(Cl)c2)nc2cncnc21. The result is 1 (inhibitor). (2) The molecule is CN(C)c1cc[n+](CC(=O)Nc2cc(C(F)(F)F)ccc2Cl)cc1.[Cl-]. The result is 0 (non-inhibitor).